Dataset: Full USPTO retrosynthesis dataset with 1.9M reactions from patents (1976-2016). Task: Predict the reactants needed to synthesize the given product. (1) Given the product [F:1][C:2]1[CH:7]=[CH:6][CH:5]=[CH:4][C:3]=1[C:15]1[CH:20]=[N:19][C:18]([N:21]2[C:29]3[C:24](=[CH:25][CH:26]=[C:27]([C:30]([O:32][CH3:33])=[O:31])[CH:28]=3)[C:23]([S:34][CH3:35])=[CH:22]2)=[N:17][CH:16]=1, predict the reactants needed to synthesize it. The reactants are: [F:1][C:2]1[CH:7]=[CH:6][CH:5]=[CH:4][C:3]=1B(O)O.C(O)C.Br[C:15]1[CH:16]=[N:17][C:18]([N:21]2[C:29]3[C:24](=[CH:25][CH:26]=[C:27]([C:30]([O:32][CH3:33])=[O:31])[CH:28]=3)[C:23]([S:34][CH3:35])=[CH:22]2)=[N:19][CH:20]=1. (2) Given the product [Cl:23][C:12]1[C:13]2[C:18](=[CH:17][CH:16]=[C:15]([CH3:19])[CH:14]=2)[C:9]([C:6]2[CH:7]=[CH:8][C:3]([O:2][CH3:1])=[CH:4][CH:5]=2)=[N:10][N:11]=1, predict the reactants needed to synthesize it. The reactants are: [CH3:1][O:2][C:3]1[CH:8]=[CH:7][C:6]([C:9]2[C:18]3[C:13](=[CH:14][C:15]([CH3:19])=[CH:16][CH:17]=3)[C:12](=O)[NH:11][N:10]=2)=[CH:5][CH:4]=1.P(Cl)(Cl)([Cl:23])=O. (3) Given the product [NH2:16][N:1]1[CH:5]=[C:4]([C:6]([O:8][CH3:9])=[O:7])[CH:3]=[C:2]1[C:10]([O:12][CH3:13])=[O:11], predict the reactants needed to synthesize it. The reactants are: [NH:1]1[CH:5]=[C:4]([C:6]([O:8][CH3:9])=[O:7])[CH:3]=[C:2]1[C:10]([O:12][CH3:13])=[O:11].[H-].[Na+].[NH2:16]Cl.CCOCC.